From a dataset of Reaction yield outcomes from USPTO patents with 853,638 reactions. Predict the reaction yield, written as a fraction of the theoretical maximum amount of product (1.0 means a 100% yield; for example, 0.34 means a 34% yield). (1) The reactants are Br[CH2:2][C:3]1[O:4][C:5]2[CH:11]=[CH:10][CH:9]=[CH:8][C:6]=2[CH:7]=1.[CH3:12][O:13][C:14]1[CH:19]=[C:18]([B:20]2[O:24][C:23]([CH3:26])([CH3:25])[C:22]([CH3:28])([CH3:27])[O:21]2)[CH:17]=[CH:16][C:15]=1[OH:29]. No catalyst specified. The product is [CH3:12][O:13][C:14]1[CH:19]=[C:18]([B:20]2[O:24][C:23]([CH3:26])([CH3:25])[C:22]([CH3:28])([CH3:27])[O:21]2)[CH:17]=[CH:16][C:15]=1[O:29][CH2:2][C:3]1[O:4][C:5]2[CH:11]=[CH:10][CH:9]=[CH:8][C:6]=2[CH:7]=1. The yield is 0.290. (2) The reactants are ClC1C=C(C=CC=1F)C1C(C2C=CC3C(=CC=C(C4N(C5CCCCC5)C5C=CC(C(O)=O)=CC=5N=4)C=3)N=2)=CC(OC)=CC=1.C[O:46][C:47]([C:49]1[CH:82]=[CH:81][C:52]2[N:53]([CH:75]3[CH2:80][CH2:79][CH2:78][CH2:77][CH2:76]3)[C:54]([C:56]3[CH:57]=[C:58]4[C:63](=[CH:64][CH:65]=3)[N:62]=[C:61]([C:66]3[CH:71]=[C:70]([O:72][CH3:73])[CH:69]=[CH:68][C:67]=3Br)[CH:60]=[CH:59]4)=[N:55][C:51]=2[CH:50]=1)=[O:48].[N+:83]([C:86]1[CH:91]=[CH:90][C:89](B(O)O)=[CH:88][CH:87]=1)([O-:85])=[O:84]. No catalyst specified. The product is [CH:75]1([N:53]2[C:52]3[CH:81]=[CH:82][C:49]([C:47]([OH:46])=[O:48])=[CH:50][C:51]=3[N:55]=[C:54]2[C:56]2[CH:57]=[C:58]3[C:63](=[CH:64][CH:65]=2)[N:62]=[C:61]([C:66]2[C:67]([C:89]4[CH:90]=[CH:91][C:86]([N+:83]([O-:85])=[O:84])=[CH:87][CH:88]=4)=[CH:68][CH:69]=[C:70]([O:72][CH3:73])[CH:71]=2)[CH:60]=[CH:59]3)[CH2:76][CH2:77][CH2:78][CH2:79][CH2:80]1. The yield is 0.140. (3) The reactants are CS(O[CH:6]1[CH2:11][CH2:10][O:9][CH:8]([C:12]2[CH:17]=[N:16][C:15]([CH:18]3[CH2:20][CH2:19]3)=[CH:14][N:13]=2)[CH2:7]1)(=O)=O.N#N.C([O-])([O-])=O.[K+].[K+].[F:29][C:30]([F:39])([F:38])[C:31]1[CH:32]=[C:33]([SH:37])[CH:34]=[CH:35][CH:36]=1. The catalyst is CC#N.CCOC(C)=O. The product is [CH:18]1([C:15]2[CH:14]=[N:13][C:12]([CH:8]3[CH2:7][CH:6]([S:37][C:33]4[CH:34]=[CH:35][CH:36]=[C:31]([C:30]([F:29])([F:38])[F:39])[CH:32]=4)[CH2:11][CH2:10][O:9]3)=[CH:17][N:16]=2)[CH2:19][CH2:20]1. The yield is 0.620. (4) The reactants are [OH:1][NH:2][C:3]([C:5]1[C:10]([N+:11]([O-:13])=[O:12])=[CH:9][CH:8]=[CH:7][N:6]=1)=[NH:4].[CH3:14][O:15][C:16]1[CH:24]=[CH:23][CH:22]=[C:18]([C:19](O)=O)[C:17]=1[OH:25]. No catalyst specified. The product is [CH3:14][O:15][C:16]1[CH:24]=[CH:23][CH:22]=[C:18]([C:19]2[O:1][N:2]=[C:3]([C:5]3[C:10]([N+:11]([O-:13])=[O:12])=[CH:9][CH:8]=[CH:7][N:6]=3)[N:4]=2)[C:17]=1[OH:25]. The yield is 0.0700. (5) The reactants are [CH2:1]([NH:3][CH2:4][CH2:5][NH:6][C:7]([C:9]1[C:13]([CH3:14])=[C:12]([CH:15]=O)[NH:11][C:10]=1[CH3:17])=[O:8])[CH3:2].[F:18][C:19]1[CH:20]=[C:21]2[C:25](=[CH:26][CH:27]=1)[NH:24][C:23](=[O:28])[CH2:22]2.N1CCCC1. The catalyst is C(O)C. The product is [CH2:1]([NH:3][CH2:4][CH2:5][NH:6][C:7]([C:9]1[C:13]([CH3:14])=[C:12](/[CH:15]=[C:22]2\[C:23](=[O:28])[NH:24][C:25]3[C:21]\2=[CH:20][C:19]([F:18])=[CH:27][CH:26]=3)[NH:11][C:10]=1[CH3:17])=[O:8])[CH3:2]. The yield is 0.950. (6) The reactants are [NH2:1][CH:2]1[CH2:6][CH2:5][N:4]([C:7]2[CH:8]=[C:9]([NH:16][C:17]3[CH:22]=[CH:21][C:20]([O:23][CH3:24])=[C:19]([O:25][CH3:26])[N:18]=3)[C:10]3[N:11]([CH:13]=[CH:14][N:15]=3)[N:12]=2)[CH2:3]1.C[O:28][C:29]([C:31]1[CH:39]=[CH:38][C:34]([C:35](O)=[O:36])=[CH:33][CH:32]=1)=[O:30].CCN=C=NCCCN(C)C.C(N(CC)CC)C.CN1C=CN=C1. The catalyst is ClCCl. The product is [CH3:24][O:23][C:20]1[CH:21]=[CH:22][C:17]([NH:16][C:9]2[C:10]3[N:11]([CH:13]=[CH:14][N:15]=3)[N:12]=[C:7]([N:4]3[CH2:5][CH2:6][CH:2]([NH:1][C:35]([C:34]4[CH:38]=[CH:39][C:31]([C:29]([OH:30])=[O:28])=[CH:32][CH:33]=4)=[O:36])[CH2:3]3)[CH:8]=2)=[N:18][C:19]=1[O:25][CH3:26]. The yield is 0.380. (7) The reactants are [Cl:1][C:2]1[CH:7]=[CH:6][C:5]([C:8]2[CH:9]=[C:10]([CH3:18])[C:11]3[N:12]([C:14](I)=[CH:15][N:16]=3)[CH:13]=2)=[CH:4][CH:3]=1.[CH3:19][Si:20]([C:23]#[CH:24])([CH3:22])[CH3:21]. No catalyst specified. The product is [Cl:1][C:2]1[CH:7]=[CH:6][C:5]([C:8]2[CH:9]=[C:10]([CH3:18])[C:11]3[N:12]([C:14]([C:24]#[C:23][Si:20]([CH3:22])([CH3:21])[CH3:19])=[CH:15][N:16]=3)[CH:13]=2)=[CH:4][CH:3]=1. The yield is 0.800. (8) The reactants are [CH2:1]([O:8][C@@H:9]1[CH2:13][CH2:12][CH2:11][C@H:10]1[NH:14][C:15]1[C:16]2[S:24][CH2:23][CH2:22][C:17]=2[N:18]=[C:19](Cl)[N:20]=1)[C:2]1[CH:7]=[CH:6][CH:5]=[CH:4][CH:3]=1.O[C:26]1[CH:31]=[CH:30][C:29]([N:32]2[CH2:37][CH2:36][NH:35][CH2:34][CH2:33]2)=[CH:28][CH:27]=1. The catalyst is O1CCOCC1. The product is [CH2:1]([O:8][C@@H:9]1[CH2:13][CH2:12][CH2:11][C@H:10]1[NH:14][C:15]1[C:16]2[S:24][CH2:23][CH2:22][C:17]=2[N:18]=[C:19]([N:35]2[CH2:36][CH2:37][N:32]([C:29]3[CH:30]=[CH:31][CH:26]=[CH:27][CH:28]=3)[CH2:33][CH2:34]2)[N:20]=1)[C:2]1[CH:7]=[CH:6][CH:5]=[CH:4][CH:3]=1. The yield is 0.890.